This data is from Forward reaction prediction with 1.9M reactions from USPTO patents (1976-2016). The task is: Predict the product of the given reaction. (1) Given the reactants N12CCN(CC1)CC2.[CH2:9]([O:11][C:12]([C:14]1[C:15](=[O:24])[NH:16][C:17]2[C:21]([C:22]=1Cl)=[CH:20][S:19][CH:18]=2)=[O:13])[CH3:10].[N:25]1([C:31]([C:33]2[S:34][CH:35]=[CH:36][CH:37]=2)=[O:32])[CH2:30][CH2:29][NH:28][CH2:27][CH2:26]1, predict the reaction product. The product is: [CH2:9]([O:11][C:12]([C:14]1[C:15](=[O:24])[NH:16][C:17]2[C:21]([C:22]=1[N:28]1[CH2:29][CH2:30][N:25]([C:31]([C:33]3[S:34][CH:35]=[CH:36][CH:37]=3)=[O:32])[CH2:26][CH2:27]1)=[CH:20][S:19][CH:18]=2)=[O:13])[CH3:10]. (2) Given the reactants [CH2:1]([O:3][C:4](=[O:9])[C:5]([NH2:8])=[N:6][OH:7])[CH3:2].[C:10]([C:12]1[CH:20]=[CH:19][C:15]([C:16](Cl)=O)=[C:14]([F:21])[CH:13]=1)#[N:11].CC1C=CC=C(C)N=1, predict the reaction product. The product is: [CH2:1]([O:3][C:4]([C:5]1[N:8]=[C:16]([C:15]2[CH:19]=[CH:20][C:12]([C:10]#[N:11])=[CH:13][C:14]=2[F:21])[O:7][N:6]=1)=[O:9])[CH3:2].